From a dataset of Peptide-MHC class II binding affinity with 134,281 pairs from IEDB. Regression. Given a peptide amino acid sequence and an MHC pseudo amino acid sequence, predict their binding affinity value. This is MHC class II binding data. (1) The peptide sequence is PPTVTIFKISKTVSE. The MHC is HLA-DQA10101-DQB10501 with pseudo-sequence HLA-DQA10101-DQB10501. The binding affinity (normalized) is 0.181. (2) The peptide sequence is NFRFMSKGGMRNVFDEVIPT. The MHC is HLA-DPA10201-DPB10501 with pseudo-sequence HLA-DPA10201-DPB10501. The binding affinity (normalized) is 0.366. (3) The peptide sequence is GWLSCLSITWTLIKNMEK. The MHC is DRB1_0401 with pseudo-sequence DRB1_0401. The binding affinity (normalized) is 0.149. (4) The peptide sequence is LENDNQLLYNYPGAL. The MHC is DRB1_0701 with pseudo-sequence DRB1_0701. The binding affinity (normalized) is 0.431.